From a dataset of Full USPTO retrosynthesis dataset with 1.9M reactions from patents (1976-2016). Predict the reactants needed to synthesize the given product. (1) Given the product [CH3:20][NH:1][C:2]1[CH:3]=[C:4]([CH:14]=[CH:15][CH:16]=1)[CH2:5][NH:6][C:7](=[O:13])[O:8][C:9]([CH3:12])([CH3:11])[CH3:10], predict the reactants needed to synthesize it. The reactants are: [NH2:1][C:2]1[CH:3]=[C:4]([CH:14]=[CH:15][CH:16]=1)[CH2:5][NH:6][C:7](=[O:13])[O:8][C:9]([CH3:12])([CH3:11])[CH3:10].N1C2C=CC=C[C:20]=2N=N1.C=O.[BH4-].[Na+].C(=O)([O-])O.[Na+]. (2) Given the product [F:16][C:17]1[CH:22]=[CH:21][CH:20]=[CH:19][C:18]=1[O:1][CH:2]1[CH2:7][CH2:6][CH2:5][CH:4]([NH:8][C:9](=[O:15])[O:10][C:11]([CH3:12])([CH3:14])[CH3:13])[CH2:3]1, predict the reactants needed to synthesize it. The reactants are: [OH:1][CH:2]1[CH2:7][CH2:6][CH2:5][CH:4]([NH:8][C:9](=[O:15])[O:10][C:11]([CH3:14])([CH3:13])[CH3:12])[CH2:3]1.[F:16][C:17]1[CH:22]=[CH:21][CH:20]=[CH:19][C:18]=1I.CC1C=NC2C(C=1C)=CC=C1C=2N=CC(C)=C1C.C(=O)([O-])[O-].[Cs+].[Cs+]. (3) Given the product [C:7]([O:11][C:12]([N:14]1[CH2:15][CH2:16][CH:17]([CH2:20][CH2:21][N:1]2[CH2:6][CH2:5][CH2:4][CH2:3][CH2:2]2)[CH2:18][CH2:19]1)=[O:13])([CH3:8])([CH3:9])[CH3:10], predict the reactants needed to synthesize it. The reactants are: [NH:1]1[CH2:6][CH2:5][CH2:4][CH2:3][CH2:2]1.[C:7]([O:11][C:12]([N:14]1[CH2:19][CH2:18][CH:17]([CH2:20][CH2:21]OS(C2C=CC(C)=CC=2)(=O)=O)[CH2:16][CH2:15]1)=[O:13])([CH3:10])([CH3:9])[CH3:8]. (4) Given the product [NH2:23][S:20]([C:17]1[CH:16]=[CH:15][C:14]([N:13]2[C:9]([C:6]3[CH:5]=[CH:4][C:3]([C:2]([OH:30])=[O:1])=[CH:8][CH:7]=3)=[CH:10][C:11]([C:24]([F:25])([F:26])[F:27])=[N:12]2)=[CH:19][CH:18]=1)(=[O:22])=[O:21], predict the reactants needed to synthesize it. The reactants are: [OH:1][CH2:2][C:3]1[CH:8]=[CH:7][C:6]([C:9]2[N:13]([C:14]3[CH:19]=[CH:18][C:17]([S:20]([NH2:23])(=[O:22])=[O:21])=[CH:16][CH:15]=3)[N:12]=[C:11]([C:24]([F:27])([F:26])[F:25])[CH:10]=2)=[CH:5][CH:4]=1.CC(C)=[O:30].OS(O)(=O)=O.O=[Cr](=O)=O.C(OCC)(=O)C.O. (5) Given the product [CH3:22][O:21][C:18]1[CH:19]=[CH:20][C:15]([CH:14]=[CH:2][C:1]([C:4]2[CH:9]=[CH:8][CH:7]=[CH:6][CH:5]=2)=[O:3])=[CH:16][CH:17]=1, predict the reactants needed to synthesize it. The reactants are: [C:1]([C:4]1[CH:9]=[CH:8][CH:7]=[CH:6][CH:5]=1)(=[O:3])[CH3:2].[OH-].[Na+].CO.[CH:14](=O)[C:15]1[CH:20]=[CH:19][C:18]([O:21][CH3:22])=[CH:17][CH:16]=1. (6) Given the product [Cl:3][C:1]([O:16][CH:14]([C:10]1[CH:11]=[C:12]2[O:13][CH2:5][O:6][C:7]2=[CH:8][C:9]=1[N+:17]([O-:19])=[O:18])[CH3:15])=[O:2], predict the reactants needed to synthesize it. The reactants are: [C:1](Cl)([Cl:3])=[O:2].[CH2:5]1[O:13][C:12]2[C:7](=[CH:8][C:9]([N+:17]([O-:19])=[O:18])=[C:10]([CH:14]([OH:16])[CH3:15])[CH:11]=2)[O:6]1.CCOCC.CCCCCC. (7) Given the product [C:15]1([CH2:14][N:1]2[C:5](=[O:6])[CH2:4][CH2:3][C:2]2=[O:7])[CH:20]=[CH:19][CH:18]=[CH:17][CH:16]=1, predict the reactants needed to synthesize it. The reactants are: [NH:1]1[C:5](=[O:6])[CH2:4][CH2:3][C:2]1=[O:7].C([O-])([O-])=O.[K+].[K+].[CH2:14](Br)[C:15]1[CH:20]=[CH:19][CH:18]=[CH:17][CH:16]=1.O.